Dataset: Full USPTO retrosynthesis dataset with 1.9M reactions from patents (1976-2016). Task: Predict the reactants needed to synthesize the given product. (1) Given the product [CH2:8]([C:10]1[CH:16]=[CH:15][C:13]([NH:14][C:5](=[O:7])[CH3:6])=[C:12]([N+:17]([O-:19])=[O:18])[CH:11]=1)[CH3:9], predict the reactants needed to synthesize it. The reactants are: C(O[C:5](=[O:7])[CH3:6])(=O)C.[CH2:8]([C:10]1[CH:16]=[CH:15][C:13]([NH2:14])=[CH:12][CH:11]=1)[CH3:9].[N+:17]([O-])([OH:19])=[O:18]. (2) Given the product [Cl:30][C:31]([Cl:36])([Cl:35])[C:32]([C:27]1[N:19]2[C:18]([CH2:17][N:16]([C:14]([C:2]3[CH:3]=[CH:4][C:5]4[C:6]5[C:11](=[CH:10][CH:9]=[CH:8][CH:7]=5)[CH2:12][C:13]=4[CH:1]=3)=[O:15])[C:22]3[CH:23]=[CH:24][CH:25]=[CH:26][C:21]=3[CH2:20]2)=[CH:29][CH:28]=1)=[O:33], predict the reactants needed to synthesize it. The reactants are: [CH:1]1[C:13]2[CH2:12][C:11]3[C:6](=[CH:7][CH:8]=[CH:9][CH:10]=3)[C:5]=2[CH:4]=[CH:3][C:2]=1[C:14]([N:16]1[C:22]2[CH:23]=[CH:24][CH:25]=[CH:26][C:21]=2[CH2:20][N:19]2[CH:27]=[CH:28][CH:29]=[C:18]2[CH2:17]1)=[O:15].[Cl:30][C:31]([Cl:36])([Cl:35])[C:32](Cl)=[O:33]. (3) Given the product [NH:1]1[C:9]2[C:4](=[CH:5][CH:6]=[C:7]([CH2:10][NH:12][C:13]3[CH:14]=[C:15]([C@H:19]([OH:23])[CH2:20][C:21]#[N:22])[CH:16]=[CH:17][CH:18]=3)[CH:8]=2)[CH:3]=[CH:2]1, predict the reactants needed to synthesize it. The reactants are: [NH:1]1[C:9]2[C:4](=[CH:5][CH:6]=[C:7]([CH:10]=O)[CH:8]=2)[CH:3]=[CH:2]1.[NH2:12][C:13]1[CH:14]=[C:15]([C@H:19]([OH:23])[CH2:20][C:21]#[N:22])[CH:16]=[CH:17][CH:18]=1.